From a dataset of TCR-epitope binding with 47,182 pairs between 192 epitopes and 23,139 TCRs. Binary Classification. Given a T-cell receptor sequence (or CDR3 region) and an epitope sequence, predict whether binding occurs between them. The epitope is VTEHDTLLY. The TCR CDR3 sequence is CASSLTSIAEAFF. Result: 0 (the TCR does not bind to the epitope).